This data is from Full USPTO retrosynthesis dataset with 1.9M reactions from patents (1976-2016). The task is: Predict the reactants needed to synthesize the given product. (1) The reactants are: [OH:1][C:2]1[CH:3]=[CH:4][C:5]2[C:9]([O:10][C:11]3[CH:16]=[CH:15][C:14](/[CH:17]=[CH:18]/[C:19]([O:21][C:22]([CH3:25])([CH3:24])[CH3:23])=[O:20])=[CH:13][CH:12]=3)=[C:8]([C:26]3[CH:31]=[CH:30][CH:29]=[CH:28][C:27]=3[CH:32]([CH3:34])[CH3:33])[S:7][C:6]=2[CH:35]=1.Cl[CH2:37][N:38]1[C:42](=[O:43])[C:41]2[CH:44]=[CH:45][CH:46]=[CH:47][C:40]=2[S:39]1(=[O:49])=[O:48].C(=O)([O-])[O-].[K+].[K+].[I-].[K+]. Given the product [O:48]=[S:39]1(=[O:49])[C:40]2[CH:47]=[CH:46][CH:45]=[CH:44][C:41]=2[C:42](=[O:43])[N:38]1[CH2:37][O:1][C:2]1[CH:3]=[CH:4][C:5]2[C:9]([O:10][C:11]3[CH:12]=[CH:13][C:14](/[CH:17]=[CH:18]/[C:19]([O:21][C:22]([CH3:25])([CH3:24])[CH3:23])=[O:20])=[CH:15][CH:16]=3)=[C:8]([C:26]3[CH:31]=[CH:30][CH:29]=[CH:28][C:27]=3[CH:32]([CH3:33])[CH3:34])[S:7][C:6]=2[CH:35]=1, predict the reactants needed to synthesize it. (2) The reactants are: [Br:1][C:2]1[CH:3]=[C:4]([CH:8]2[C:14](=O)[N:13]([C@@H:16]([C:18]3[CH:23]=[CH:22][CH:21]=[CH:20][CH:19]=3)[CH3:17])[CH2:12][CH2:11][CH2:10][O:9]2)[CH:5]=[CH:6][CH:7]=1.CO.[OH-].[Na+]. Given the product [Br:1][C:2]1[CH:3]=[C:4]([CH:8]2[CH2:14][N:13]([C@@H:16]([C:18]3[CH:23]=[CH:22][CH:21]=[CH:20][CH:19]=3)[CH3:17])[CH2:12][CH2:11][CH2:10][O:9]2)[CH:5]=[CH:6][CH:7]=1, predict the reactants needed to synthesize it. (3) Given the product [F:12][C:3]1[CH:4]=[C:5]([CH2:8][C:9]([OH:11])=[O:10])[CH:6]=[CH:7][C:2]=1[N:1]1[CH:13]=[N:25][N:24]=[N:23]1, predict the reactants needed to synthesize it. The reactants are: [NH2:1][C:2]1[CH:7]=[CH:6][C:5]([CH2:8][C:9]([OH:11])=[O:10])=[CH:4][C:3]=1[F:12].[CH:13](OCC)(OCC)OCC.[N-:23]=[N+:24]=[N-:25].[Na+]. (4) Given the product [C:10]1([CH3:27])[CH:11]=[CH:12][C:13]([CH:16]2[CH2:25][CH:24]([N:1]3[CH:5]=[N:4][CH:3]=[N:2]3)[C:23]3[C:18](=[CH:19][CH:20]=[CH:21][CH:22]=3)[NH:17]2)=[CH:14][CH:15]=1, predict the reactants needed to synthesize it. The reactants are: [NH:1]1[CH:5]=[N:4][CH:3]=[N:2]1.S(Cl)(Cl)=O.[C:10]1([CH3:27])[CH:15]=[CH:14][C:13]([CH:16]2[CH2:25][CH:24](O)[C:23]3[C:18](=[CH:19][CH:20]=[CH:21][CH:22]=3)[NH:17]2)=[CH:12][CH:11]=1. (5) The reactants are: C([NH:8][CH:9]1[CH2:14][CH2:13][CH:12]([CH2:15][NH:16][C:17]2[CH:22]=[CH:21][CH:20]=[CH:19][CH:18]=2)[CH2:11][CH:10]1[CH3:23])C1C=CC=CC=1.C([O-])=O.[NH4+]. Given the product [NH2:8][CH:9]1[CH2:14][CH2:13][CH:12]([CH2:15][NH:16][C:17]2[CH:22]=[CH:21][CH:20]=[CH:19][CH:18]=2)[CH2:11][CH:10]1[CH3:23], predict the reactants needed to synthesize it.